Dataset: Full USPTO retrosynthesis dataset with 1.9M reactions from patents (1976-2016). Task: Predict the reactants needed to synthesize the given product. (1) The reactants are: [C:1]([C:3]1[CH:8]=[CH:7][C:6]([N:9]2[C:13]3[CH:14]=[CH:15][CH:16]=[CH:17][C:12]=3[N:11]=[CH:10]2)=[CH:5][CH:4]=1)#[N:2].[CH3:18][I:19]. Given the product [I-:19].[C:1]([C:3]1[CH:8]=[CH:7][C:6]([N+:9]2[C:13]3[CH:14]=[CH:15][CH:16]=[CH:17][C:12]=3[N:11]([CH3:18])[CH:10]=2)=[CH:5][CH:4]=1)#[N:2], predict the reactants needed to synthesize it. (2) Given the product [F:23][C:22]([F:25])([F:24])[C:17]1[CH:18]=[CH:19][CH:20]=[CH:21][C:16]=1[O:1][CH:2]1[CH2:3][CH2:4][N:5]([C:8]([O:10][C:11]([CH3:14])([CH3:13])[CH3:12])=[O:9])[CH2:6][CH2:7]1, predict the reactants needed to synthesize it. The reactants are: [OH:1][CH:2]1[CH2:7][CH2:6][N:5]([C:8]([O:10][C:11]([CH3:14])([CH3:13])[CH3:12])=[O:9])[CH2:4][CH2:3]1.O[C:16]1[CH:21]=[CH:20][CH:19]=[CH:18][C:17]=1[C:22]([F:25])([F:24])[F:23].C1(P(C2C=CC=CC=2)C2C=CC=CC=2)C=CC=CC=1.N(C(OCC)=O)=NC(OCC)=O. (3) Given the product [CH3:8][C:3]([CH3:9])([CH2:2][O:1][CH2:14][C:15]1[CH:20]=[CH:19][CH:18]=[CH:17][CH:16]=1)[C:4]([O:6][CH3:7])=[O:5], predict the reactants needed to synthesize it. The reactants are: [OH:1][CH2:2][C:3]([CH3:9])([CH3:8])[C:4]([O:6][CH3:7])=[O:5].[H-].[Na+].[H][H].[CH2:14](Br)[C:15]1[CH:20]=[CH:19][CH:18]=[CH:17][CH:16]=1. (4) Given the product [N:7]1([CH2:12][C:13]2[CH:18]=[CH:17][C:16]([CH:19]([CH3:1])[C:20]#[N:21])=[CH:15][CH:14]=2)[CH2:11][CH2:10][CH2:9][CH2:8]1, predict the reactants needed to synthesize it. The reactants are: [CH3:1]C(C)([O-])C.[K+].[N:7]1([CH2:12][C:13]2[CH:18]=[CH:17][C:16]([CH2:19][C:20]#[N:21])=[CH:15][CH:14]=2)[CH2:11][CH2:10][CH2:9][CH2:8]1.CI. (5) The reactants are: [OH-].[Na+].[Cl:3][C:4]1[CH:9]=[CH:8][C:7]([C:10]2[C:15]([CH:16]([CH2:21][CH2:22][CH3:23])[C:17]([O:19]C)=[O:18])=[C:14]([CH3:24])[N:13]=[C:12]([C:25]3[CH:30]=[CH:29][CH:28]=[CH:27][CH:26]=3)[N:11]=2)=[C:6]([O:31][CH3:32])[CH:5]=1. Given the product [Cl:3][C:4]1[CH:9]=[CH:8][C:7]([C:10]2[C:15]([CH:16]([CH2:21][CH2:22][CH3:23])[C:17]([OH:19])=[O:18])=[C:14]([CH3:24])[N:13]=[C:12]([C:25]3[CH:26]=[CH:27][CH:28]=[CH:29][CH:30]=3)[N:11]=2)=[C:6]([O:31][CH3:32])[CH:5]=1, predict the reactants needed to synthesize it. (6) Given the product [C:19]([Si:22]([CH3:24])([CH3:23])[O:10][C:9]1[CH:11]=[CH:12][C:4]([C:2](=[O:3])[CH3:1])=[CH:5][C:6]=1[O:7][CH3:8])([CH3:21])([CH3:20])[CH3:18], predict the reactants needed to synthesize it. The reactants are: [CH3:1][C:2]([C:4]1[CH:12]=[CH:11][C:9]([OH:10])=[C:6]([O:7][CH3:8])[CH:5]=1)=[O:3].N1C=CN=C1.[CH3:18][C:19]([Si:22](Cl)([CH3:24])[CH3:23])([CH3:21])[CH3:20].